From a dataset of Full USPTO retrosynthesis dataset with 1.9M reactions from patents (1976-2016). Predict the reactants needed to synthesize the given product. (1) Given the product [OH:7][CH:5]([CH3:6])[CH:4]([NH:8][C:9](=[O:24])[C:10]1[CH:15]=[CH:14][C:13]([C:16]#[C:17][C:18]2[CH:23]=[CH:22][CH:21]=[CH:20][CH:19]=2)=[CH:12][CH:11]=1)[C:3](=[O:2])[NH:27][OH:28], predict the reactants needed to synthesize it. The reactants are: C[O:2][C:3](=O)[CH:4]([NH:8][C:9](=[O:24])[C:10]1[CH:15]=[CH:14][C:13]([C:16]#[C:17][C:18]2[CH:23]=[CH:22][CH:21]=[CH:20][CH:19]=2)=[CH:12][CH:11]=1)[CH:5]([OH:7])[CH3:6].Cl.[NH2:27][OH:28].C[O-].[Na+].Cl. (2) Given the product [C:4]([O:3][C:1]([N:8]1[C:16]2[C:11](=[CH:12][C:13]([C:17]#[N:18])=[CH:14][CH:15]=2)[CH:10]=[C:9]1[C:23]1[CH:24]=[N:25][CH:26]=[CH:27][CH:28]=1)=[O:2])([CH3:7])([CH3:6])[CH3:5], predict the reactants needed to synthesize it. The reactants are: [C:1]([N:8]1[C:16]2[C:11](=[CH:12][C:13]([C:17]#[N:18])=[CH:14][CH:15]=2)[CH:10]=[C:9]1B(O)O)([O:3][C:4]([CH3:7])([CH3:6])[CH3:5])=[O:2].Br[C:23]1[CH:24]=[N:25][CH:26]=[CH:27][CH:28]=1.C(=O)([O-])[O-].[Na+].[Na+]. (3) Given the product [Cl:1][C:2]1[CH:3]=[C:4]([C:8]2[N:9]=[CH:10][C:11]([NH2:14])=[CH:12][N:13]=2)[CH:5]=[CH:6][CH:7]=1, predict the reactants needed to synthesize it. The reactants are: [Cl:1][C:2]1[CH:3]=[C:4]([C:8]2[N:13]=[CH:12][C:11]([N+:14]([O-])=O)=[CH:10][N:9]=2)[CH:5]=[CH:6][CH:7]=1.[NH4+].[Cl-]. (4) Given the product [N:12]1[CH:21]=[CH:20][CH:19]=[C:18]2[C:13]=1[C:14]1[N:24]3[O:25][CH2:26][CH2:27][CH2:28][C:23]3=[N:22][C:15]=1[CH:16]=[N+:17]2[O-:6], predict the reactants needed to synthesize it. The reactants are: ClC1C=C(C=CC=1)C(OO)=[O:6].[N:12]1[CH:21]=[CH:20][CH:19]=[C:18]2[C:13]=1[C:14]1[N:24]3[O:25][CH2:26][CH2:27][CH2:28][C:23]3=[N:22][C:15]=1[CH:16]=[N:17]2. (5) Given the product [CH3:64][C:20]1[CH:19]=[C:18]([C:16](=[O:17])[NH:15][CH:12]2[CH2:11][CH2:10][CH:9]([NH:8][CH3:1])[CH2:14][CH2:13]2)[CH:23]=[CH:22][C:21]=1[C:24]1[CH:25]=[CH:26][C:27]([CH2:30][C@H:31]([NH:46][C:47]([C@H:49]2[CH2:50][CH2:51][C@H:52]([CH2:55][NH:56][C:57](=[O:63])[O:58][C:59]([CH3:61])([CH3:60])[CH3:62])[CH2:53][CH2:54]2)=[O:48])[C:32](=[O:45])[NH:33][C:34]2[CH:39]=[CH:38][C:37]([C:40]3[NH:41][N:42]=[N:43][N:44]=3)=[CH:36][CH:35]=2)=[CH:28][CH:29]=1, predict the reactants needed to synthesize it. The reactants are: [CH2:1]([N:8](C)[CH:9]1[CH2:14][CH2:13][CH:12]([NH:15][C:16]([C:18]2[CH:23]=[CH:22][C:21]([C:24]3[CH:29]=[CH:28][C:27]([CH2:30][C@H:31]([NH:46][C:47]([C@H:49]4[CH2:54][CH2:53][C@H:52]([CH2:55][NH:56][C:57](=[O:63])[O:58][C:59]([CH3:62])([CH3:61])[CH3:60])[CH2:51][CH2:50]4)=[O:48])[C:32](=[O:45])[NH:33][C:34]4[CH:39]=[CH:38][C:37]([C:40]5[NH:44][N:43]=[N:42][N:41]=5)=[CH:36][CH:35]=4)=[CH:26][CH:25]=3)=[C:20]([CH3:64])[CH:19]=2)=[O:17])[CH2:11][CH2:10]1)C1C=CC=CC=1. (6) Given the product [NH2:3][C@H:4]([C@@H:12]([OH:19])[C:13]1[CH:14]=[CH:15][N:16]=[CH:17][CH:18]=1)[C:5]([N:7]1[CH2:11][CH2:10][CH2:9][CH2:8]1)=[O:6], predict the reactants needed to synthesize it. The reactants are: Cl.Cl.[NH2:3][C@H:4]([C@@H:12]([OH:19])[C:13]1[CH:18]=[CH:17][N:16]=[CH:15][CH:14]=1)[C:5]([N:7]1[CH2:11][CH2:10][CH2:9][CH2:8]1)=[O:6].CCN(CC)CC.ClC1C=C(C=CC=1Cl)C=O.CC(O)=O.[BH3-]C#N.[Na+]. (7) Given the product [CH:25]1([N:20]([CH2:21][CH:22]([CH3:24])[CH3:23])[C:19]2[CH:18]=[CH:17][C:16]([C:31]3[C:32]([C:38]([O:40][CH3:41])=[O:39])=[CH:33][CH:34]=[C:35]([F:37])[CH:36]=3)=[CH:15][C:14]=2[NH:13][C:9]([NH:8][C:6]2[CH:7]=[C:2]([Br:1])[C:3]([CH3:12])=[C:4]([Br:11])[CH:5]=2)=[O:10])[CH2:26][CH2:27][CH2:28][CH2:29][CH2:30]1, predict the reactants needed to synthesize it. The reactants are: [Br:1][C:2]1[CH:7]=[C:6]([N:8]=[C:9]=[O:10])[CH:5]=[C:4]([Br:11])[C:3]=1[CH3:12].[NH2:13][C:14]1[CH:15]=[C:16]([C:31]2[C:32]([C:38]([O:40][CH3:41])=[O:39])=[CH:33][CH:34]=[C:35]([F:37])[CH:36]=2)[CH:17]=[CH:18][C:19]=1[N:20]([CH:25]1[CH2:30][CH2:29][CH2:28][CH2:27][CH2:26]1)[CH2:21][CH:22]([CH3:24])[CH3:23]. (8) Given the product [CH:23]1([C:26]2[CH:27]=[C:28]([NH2:29])[N:7]([C:5]3[CH:4]=[N:3][N:2]([CH3:1])[CH:6]=3)[N:8]=2)[CH2:25][CH2:24]1, predict the reactants needed to synthesize it. The reactants are: [CH3:1][N:2]1[CH:6]=[C:5]([N:7](C(OC(C)(C)C)=O)[NH:8]C(OC(C)(C)C)=O)[CH:4]=[N:3]1.[CH:23]1([C:26](=O)[CH2:27][C:28]#[N:29])[CH2:25][CH2:24]1.